From a dataset of Human Reference Interactome with 51,813 positive PPI pairs across 8,248 proteins, plus equal number of experimentally-validated negative pairs. Binary Classification. Given two protein amino acid sequences, predict whether they physically interact or not. (1) Protein 1 (ENSG00000100814) has sequence MSLCEDMLLCNYRKCRIKLSGYAWVTACSHIFCDQHGSGEFSRSPAICPACNSTLSGKLDIVRTELSPSEEYKAMVLAGLRPEIVLDISSRALAFWTYQVHQERLYQEYNFSKAEGHLKQMEKIYTQQIQSKDVELTSMKGEVTSMKKVLEEYKKKFSDISEKLMERNRQYQKLQGLYDSLRLRNITIANHEGTLEPSMIAQSGVLGFPLGNNSKFPLDNTPVRNRGDGDGDFQFRPFFAGSPTAPEPSNSFFSFVSPSRELEQQQVSSRAFKVKRI*XTLAPERWPSGHIRLVSNSWVQ.... Protein 2 (ENSG00000185803) has sequence MAAPTPARPVLTHLLVALFGMGSWAAVNGIWVELPVVVKELPEGWSLPSYVSVLVALGNLGLLVVTLWRRLAPGKDEQVPIRVVQVLGMVGTALLASLWHHVAPVAGQLHSVAFLALAFVLALACCASNVTFLPFLSHLPPRFLRSFFLGQGLSALLPCVLALVQGVGRLECPPAPINGTPGPPLDFLERFPASTFFWALTALLVASAAAFQGLLLLLPPPPSVPTGELGSGLQVGAPGAEEEVEESSPLQEPPSQAAGTTPGPDPKAYQLLSARSACLLGLLAATNALTNGVLPAVQSF.... Result: 0 (the proteins do not interact). (2) Protein 2 (ENSG00000167524) has sequence MGAVSCRQGQHTQQGEHTRVAVPHKQGGNIRGPWARGWKSLWTGLGTIRSDLEELWELRGHHYLHQESLKPAPVLVEKPLPEWPVPQFINLFLPEFPIRPIRGQQQLKILGLVAKGSFGTVLKVLDCTQKAVFAVKVVPKVKVLQRDTVRQCKEEVSIQRQINHPFVHSLGDSWQGKRHLFIMCSYCSTDLYSLWSAVGCFPEASIRLFAAELVLVLCYLHDLGIMHRDVKMENILLDERGHLKLTDFGLSRHVPQGAQAYTICGTLQYMAPEVLSGGPYNHAADWWSLGVLLFSLATGK.... Protein 1 (ENSG00000166887) has sequence MHDAFEPVPILEKLPLQIDCLAAWEEWLLVGTKQGHLLLYRIRKDVGCNRFEVTLEKSNKNFSKKIQQIHVVSQFKILVSLLENNIYVHDLLTFQQITTVSKAKGASLFTCDLQHTETGEEVLRMCVAVKKKLQLYFWKDREFHELQGDFSVPDVPKSMAWCENSICVGFKRDYYLIRVDGKGSIKELFPTGKQLEPLVAPLADGKVAVGQDDLTVVLNEEGICTQKCALNWTDIPVAMEHQPPYIIAVLPRYVEIRTFEPRLLVQSIELQRPRFITSGGSNIIYVASNHFVWRLIPVPM.... Result: 0 (the proteins do not interact). (3) Protein 1 (ENSG00000140299) has sequence MEGVELKEEWQDEDFPIPLPEDDSIEADILAITGPEDQPGSLEVNGNKVRKKLMAPDISLTLDPSDGSVLSDDLDESGEIDLDGLDTPSENSNEFEWEDDLPKPKTTEVIRKGSITEYTAAEEKEDGRRWRMFRIGEQDHRVDMKAIEPYKKVISHGGYYGDGLNAIVVFAVCFMPESSQPNYRYLMDNLFKYVIGTLELLVAENYMIVYLNGATTRRKMPSLGWLRKCYQQIDRRLRKNLKSLIIVHPSWFIRTLLAVTRPFISSKFSQKIRYVFNLAELAELVPMEYVGIPECIKQVD.... Protein 2 (ENSG00000163347) has sequence MANAGLQLLGFILAFLGWIGAIVSTALPQWRIYSYAGDNIVTAQAMYEGLWMSCVSQSTGQIQCKVFDSLLNLSSTLQATRALMVVGILLGVIAIFVATVGMKCMKCLEDDEVQKMRMAVIGGAIFLLAGLAILVATAWYGNRIVQEFYDPMTPVNARYEFGQALFTGWAAASLCLLGGALLCCSCPRKTTSYPTPRPYPKPAPSSGKDYV*. Result: 0 (the proteins do not interact).